From a dataset of Forward reaction prediction with 1.9M reactions from USPTO patents (1976-2016). Predict the product of the given reaction. (1) Given the reactants [I:1][C:2]1[CH:3]=[C:4]([CH:9]2[C:14]3[C:15](=[O:19])[CH2:16][O:17][CH2:18][C:13]=3[NH:12][C:11]3[CH2:20][O:21][C:22](=[O:23])[C:10]2=3)[CH:5]=[CH:6][C:7]=1[CH3:8].[C:24](O[C:24]([O:26][C:27]([CH3:30])([CH3:29])[CH3:28])=[O:25])([O:26][C:27]([CH3:30])([CH3:29])[CH3:28])=[O:25], predict the reaction product. The product is: [I:1][C:2]1[CH:3]=[C:4]([CH:9]2[C:14]3[C:15](=[O:19])[CH2:16][O:17][CH2:18][C:13]=3[N:12]([C:24]([O:26][C:27]([CH3:30])([CH3:29])[CH3:28])=[O:25])[C:11]3[CH2:20][O:21][C:22](=[O:23])[C:10]2=3)[CH:5]=[CH:6][C:7]=1[CH3:8]. (2) Given the reactants C(OC(=O)[NH:7][CH2:8][C:9]1[N:10]=[N:11][C:12]([C:15]2[CH:20]=[CH:19][C:18]([C@H:21]3[O:25]C(C)(C)[N:23]([C:28](=[O:32])[CH:29]([F:31])[F:30])[C@@H:22]3[CH2:33][F:34])=[CH:17][CH:16]=2)=[CH:13][CH:14]=1)(C)(C)C.[F:36][C:37]([F:42])([F:41])[C:38]([OH:40])=[O:39], predict the reaction product. The product is: [F:36][C:37]([F:42])([F:41])[C:38]([OH:40])=[O:39].[NH2:7][CH2:8][C:9]1[N:10]=[N:11][C:12]([C:15]2[CH:16]=[CH:17][C:18]([C@@H:21]([OH:25])[C@H:22]([NH:23][C:28](=[O:32])[CH:29]([F:30])[F:31])[CH2:33][F:34])=[CH:19][CH:20]=2)=[CH:13][CH:14]=1.